This data is from Catalyst prediction with 721,799 reactions and 888 catalyst types from USPTO. The task is: Predict which catalyst facilitates the given reaction. (1) Reactant: [Cl:1][C:2]1[N:6]([CH2:7][C:8]2[N:9]=[C:10]3[S:17][C:16]([O:18][CH3:19])=[C:15]([C:20]([O:22]CC)=[CH2:21])[N:11]3[C:12](=[O:14])[CH:13]=2)[N:5]=[C:4]([C:25]([F:28])([F:27])[F:26])[CH:3]=1.Cl. Product: [C:20]([C:15]1[N:11]2[C:12](=[O:14])[CH:13]=[C:8]([CH2:7][N:6]3[C:2]([Cl:1])=[CH:3][C:4]([C:25]([F:28])([F:27])[F:26])=[N:5]3)[N:9]=[C:10]2[S:17][C:16]=1[O:18][CH3:19])(=[O:22])[CH3:21]. The catalyst class is: 269. (2) Reactant: Br[CH2:2][C:3]1[CH:10]=[C:9]([O:11][CH3:12])[CH:8]=[CH:7][C:4]=1[C:5]#[N:6].[NH4+:13].[OH-]. Product: [NH2:13][CH2:2][C:3]1[CH:10]=[C:9]([O:11][CH3:12])[CH:8]=[CH:7][C:4]=1[C:5]#[N:6]. The catalyst class is: 5.